This data is from Catalyst prediction with 721,799 reactions and 888 catalyst types from USPTO. The task is: Predict which catalyst facilitates the given reaction. (1) Product: [F:11][C:12]1[CH:13]=[C:14]([NH:15][C:2]2[C:7]([N+:8]([O-:10])=[O:9])=[CH:6][CH:5]=[CH:4][N:3]=2)[CH:16]=[CH:17][C:18]=1[CH3:19]. The catalyst class is: 58. Reactant: Cl[C:2]1[C:7]([N+:8]([O-:10])=[O:9])=[CH:6][CH:5]=[CH:4][N:3]=1.[F:11][C:12]1[CH:13]=[C:14]([CH:16]=[CH:17][C:18]=1[CH3:19])[NH2:15].C(=O)([O-])[O-].[K+].[K+]. (2) Reactant: COC1C=C(OC)C=CC=1[CH2:5][N:6](C)[C:7]1[CH:15]=[C:14]2[C:10]([CH2:11][O:12][C:13]2=[C:16]2[C:24]3[C:19](=[CH:20][CH:21]=[CH:22][CH:23]=3)[N:18]([CH2:25][OH:26])[C:17]2=[O:27])=[CH:9][CH:8]=1. Product: [OH:26][CH2:25][N:18]1[C:19]2[C:24](=[CH:23][CH:22]=[CH:21][CH:20]=2)[C:16](=[C:13]2[C:14]3[C:10](=[CH:9][CH:8]=[C:7]([NH:6][CH3:5])[CH:15]=3)[CH2:11][O:12]2)[C:17]1=[O:27]. The catalyst class is: 295. (3) Reactant: ClC(N(C)C)=C(C)C.[Si:9]([O:16][C@@H:17]([CH2:21][O:22][C@H:23]([CH3:27])[CH2:24][O:25][CH3:26])[C:18]([OH:20])=O)([C:12]([CH3:15])([CH3:14])[CH3:13])([CH3:11])[CH3:10].[CH3:28][C:29]1[N:30]=[CH:31][C:32]([NH2:35])=[N:33][CH:34]=1. Product: [Si:9]([O:16][C@@H:17]([CH2:21][O:22][C@H:23]([CH3:27])[CH2:24][O:25][CH3:26])[C:18]([NH:35][C:32]1[CH:31]=[N:30][C:29]([CH3:28])=[CH:34][N:33]=1)=[O:20])([C:12]([CH3:13])([CH3:14])[CH3:15])([CH3:10])[CH3:11]. The catalyst class is: 2. (4) Reactant: [CH3:1][C:2]1[CH:11]=[CH:10][C:9]2[C:4](=[N:5][CH:6]=[CH:7][CH:8]=2)[N:3]=1.[Li][CH3:13].O. Product: [CH3:1][CH:2]1[CH:11]=[CH:10][C:9]2[C:4](=[N:5][C:6]([CH3:13])=[CH:7][CH:8]=2)[NH:3]1. The catalyst class is: 1. (5) Reactant: [OH:1][C:2]1[CH:10]=[C:9]([OH:11])[CH:8]=[CH:7][C:3]=1[C:4]([OH:6])=[O:5].ClCCl.[C:15](Cl)(=[O:19])[C:16]([CH3:18])=[O:17].Cl. Product: [O:17]=[C:16]([CH3:18])[C:15]([O:1][C:2]1[CH:10]=[C:9]([O:11][C:15](=[O:19])[C:16](=[O:17])[CH3:18])[CH:8]=[CH:7][C:3]=1[C:4]([OH:6])=[O:5])=[O:19]. The catalyst class is: 17. (6) Reactant: [N:1]1[CH:2]=[CH:3][N:4]2[CH:9]=[C:8]([CH2:10][C:11]3[N:15]4[N:16]=[C:17]([C:20]5[CH:21]=[N:22][N:23]([CH3:25])[CH:24]=5)[CH:18]=[CH:19][C:14]4=[N:13][CH:12]=3)[CH:7]=[CH:6][C:5]=12.C1C(=O)N([Br:33])C(=O)C1. Product: [Br:33][C:3]1[N:4]2[CH:9]=[C:8]([CH2:10][C:11]3[N:15]4[N:16]=[C:17]([C:20]5[CH:21]=[N:22][N:23]([CH3:25])[CH:24]=5)[CH:18]=[CH:19][C:14]4=[N:13][CH:12]=3)[CH:7]=[CH:6][C:5]2=[N:1][CH:2]=1. The catalyst class is: 2. (7) Reactant: [Br:1][C:2]1[CH:3]=[N:4][NH:5][CH:6]=1.[O:7]1[CH:12]=[CH:11][CH2:10][CH2:9][CH2:8]1.FC(F)(F)C(O)=O.C(OCC)(=O)C.CCCCCC. Product: [Br:1][C:2]1[CH:3]=[N:4][N:5]([CH:8]2[CH2:9][CH2:10][CH2:11][CH2:12][O:7]2)[CH:6]=1. The catalyst class is: 13.